Dataset: Peptide-MHC class II binding affinity with 134,281 pairs from IEDB. Task: Regression. Given a peptide amino acid sequence and an MHC pseudo amino acid sequence, predict their binding affinity value. This is MHC class II binding data. (1) The peptide sequence is LHFSEALRIIAGTPE. The MHC is HLA-DQA10501-DQB10201 with pseudo-sequence HLA-DQA10501-DQB10201. The binding affinity (normalized) is 0.321. (2) The peptide sequence is LVGPTPANIIGRNLLTQIGC. The MHC is DRB3_0101 with pseudo-sequence DRB3_0101. The binding affinity (normalized) is 0.226.